Dataset: Full USPTO retrosynthesis dataset with 1.9M reactions from patents (1976-2016). Task: Predict the reactants needed to synthesize the given product. (1) Given the product [CH3:20][C:12]1[CH:11]=[C:10]([C:3]2[C:2]([Cl:1])=[C:6]([O:7][CH3:8])[N:5]([CH3:9])[N:4]=2)[CH:15]=[CH:14][C:13]=1[OH:16], predict the reactants needed to synthesize it. The reactants are: [Cl:1][C:2]1[C:3]([C:10]2[CH:15]=[CH:14][C:13]([O:16]C(C)C)=[C:12]([CH3:20])[CH:11]=2)=[N:4][N:5]([CH3:9])[C:6]=1[O:7][CH3:8].S(=O)(=O)(O)O. (2) Given the product [CH3:1][C:2]1[C:3](/[CH:4]=[CH:20]/[N+:17]([O-:19])=[O:18])=[CH:6][CH:7]=[CH:8][C:9]=1[O:10][CH3:11], predict the reactants needed to synthesize it. The reactants are: [CH3:1][C:2]1[C:9]([O:10][CH3:11])=[CH:8][CH:7]=[CH:6][C:3]=1[CH:4]=O.C([O-])(=O)C.[NH4+].[N+:17]([CH3:20])([O-:19])=[O:18].